Dataset: Catalyst prediction with 721,799 reactions and 888 catalyst types from USPTO. Task: Predict which catalyst facilitates the given reaction. (1) The catalyst class is: 11. Product: [N:2]1[NH:44][N:45]=[N:46][C:1]=1[CH2:3][NH:4][C:5]([C:7]1[S:8][C:9]([CH:12]([S:17][C:18]2[CH:23]=[C:22]([CH3:24])[C:21]([C:25]3[CH:30]=[CH:29][C:28]([C:31]([CH3:34])([CH3:33])[CH3:32])=[CH:27][CH:26]=3)=[C:20]([CH3:35])[CH:19]=2)[C:13]([CH3:14])([CH3:15])[CH3:16])=[CH:10][CH:11]=1)=[O:6]. Reactant: [C:1]([CH2:3][NH:4][C:5]([C:7]1[S:8][C:9]([CH:12]([S:17][C:18]2[CH:23]=[C:22]([CH3:24])[C:21]([C:25]3[CH:30]=[CH:29][C:28]([C:31]([CH3:34])([CH3:33])[CH3:32])=[CH:27][CH:26]=3)=[C:20]([CH3:35])[CH:19]=2)[C:13]([CH3:16])([CH3:15])[CH3:14])=[CH:10][CH:11]=1)=[O:6])#[N:2].Cl.C(N(CC)CC)C.[N-:44]=[N+:45]=[N-:46].[Na+].N#N. (2) Reactant: [O:1]1[CH:5]=[CH:4][CH:3]=[C:2]1[C:6]1[N:14]=[C:13]([N+]([O-])=O)[N:12]=[C:11]2[C:7]=1[N:8]=[CH:9][N:10]2[CH2:18][C:19]1[CH:24]=[CH:23][C:22]([O:25][CH3:26])=[CH:21][CH:20]=1.[C-]#N.[K+].C(Cl)Cl. Product: [O:1]1[CH:5]=[CH:4][CH:3]=[C:2]1[C:6]1[N:14]=[C:13]([O:1][CH:2]([CH3:6])[CH3:3])[N:12]=[C:11]2[C:7]=1[N:8]=[CH:9][N:10]2[CH2:18][C:19]1[CH:20]=[CH:21][C:22]([O:25][CH3:26])=[CH:23][CH:24]=1. The catalyst class is: 32.